From a dataset of Full USPTO retrosynthesis dataset with 1.9M reactions from patents (1976-2016). Predict the reactants needed to synthesize the given product. Given the product [OH:47][C:46]1[CH:35]=[CH:36][CH:37]=[CH:38][C:41]=1[C:18]1[CH:17]=[CH:16][C:15]([CH2:14][CH2:13][C:2]([CH3:1])([S:30]([CH3:33])(=[O:32])=[O:31])[C:3]([NH:5][O:6][CH:7]2[CH2:12][CH2:11][CH2:10][CH2:9][O:8]2)=[O:4])=[CH:20][CH:19]=1, predict the reactants needed to synthesize it. The reactants are: [CH3:1][C:2]([S:30]([CH3:33])(=[O:32])=[O:31])([CH2:13][CH2:14][C:15]1[CH:20]=[CH:19][C:18](B2OC(C)(C)C(C)(C)O2)=[CH:17][CH:16]=1)[C:3]([NH:5][O:6][CH:7]1[CH2:12][CH2:11][CH2:10][CH2:9][O:8]1)=[O:4].Br[C:35]1[CH:36]=[CH:37][C:38](=[C:41]2[C:46](=[O:47])OC(C)(C)OC2=O)NC=1.IC1C=CC=CC=1O.[F-].[Cs+].